This data is from Reaction yield outcomes from USPTO patents with 853,638 reactions. The task is: Predict the reaction yield, written as a fraction of the theoretical maximum amount of product (1.0 means a 100% yield; for example, 0.34 means a 34% yield). (1) The reactants are Br[C:2]1[C:12](Br)=[CH:11][C:5]2[O:6][C:7]([CH3:10])([CH3:9])[O:8][C:4]=2[CH:3]=1.[C:14]([Cu])#[N:15].O.N.[CH3:19][N:20](C=O)C. No catalyst specified. The product is [CH3:9][C:7]1([CH3:10])[O:8][C:4]2[CH:3]=[C:2]([C:14]#[N:15])[C:12]([C:19]#[N:20])=[CH:11][C:5]=2[O:6]1. The yield is 0.490. (2) The reactants are C(N1CCN(C2SC(C(O)=O)=C(C)N=2)C1=O)C1C=CC=CC=1.[CH3:23][C:24]1[N:25]=[C:26]([N:32]2[CH2:36][CH2:35][N:34]([CH2:37][C:38]3[CH:43]=[CH:42][CH:41]=[C:40]([C:44]([F:47])([F:46])[F:45])[CH:39]=3)[C:33]2=[O:48])[S:27][C:28]=1[C:29]([OH:31])=O.[NH2:49][CH2:50][C:51]1[CH:52]=[N:53][CH:54]=[CH:55][CH:56]=1. No catalyst specified. The product is [CH3:23][C:24]1[N:25]=[C:26]([N:32]2[CH2:36][CH2:35][N:34]([CH2:37][C:38]3[CH:43]=[CH:42][CH:41]=[C:40]([C:44]([F:45])([F:46])[F:47])[CH:39]=3)[C:33]2=[O:48])[S:27][C:28]=1[C:29]([NH:49][CH2:50][C:51]1[CH:52]=[N:53][CH:54]=[CH:55][CH:56]=1)=[O:31]. The yield is 0.810. (3) The yield is 0.0700. The catalyst is CS(C)=O. The reactants are [CH2:1]([O:3][CH:4]([O:16][CH2:17][CH3:18])[C:5](=[O:15])[C:6]([C:8]1[CH:13]=[CH:12][C:11](F)=[CH:10][CH:9]=1)=[O:7])[CH3:2].[NH:19]1[CH2:24][CH2:23][O:22][CH2:21][CH2:20]1. The product is [CH2:1]([O:3][CH:4]([O:16][CH2:17][CH3:18])[C:5](=[O:15])[C:6]([C:8]1[CH:13]=[CH:12][C:11]([N:19]2[CH2:24][CH2:23][O:22][CH2:21][CH2:20]2)=[CH:10][CH:9]=1)=[O:7])[CH3:2]. (4) The reactants are [CH3:1][CH:2]([CH2:6][CH2:7][CH2:8][C:9](=[O:11])[CH3:10])[C:3]([OH:5])=[O:4].S(=O)(=O)(O)O.[CH3:17]O. No catalyst specified. The product is [CH3:17][O:4][C:3](=[O:5])[CH:2]([CH3:1])[CH2:6][CH2:7][CH2:8][C:9](=[O:11])[CH3:10]. The yield is 0.920.